Dataset: Reaction yield outcomes from USPTO patents with 853,638 reactions. Task: Predict the reaction yield, written as a fraction of the theoretical maximum amount of product (1.0 means a 100% yield; for example, 0.34 means a 34% yield). (1) The reactants are C1C=CC(P(C2C=CC=CC=2)C2C=CC=CC=2)=CC=1.[N:20]([C:23]([C:26]1[CH:30]=[C:29]([C:31]2[S:32][C:33]([C:36]3[CH:41]=[CH:40][CH:39]=[C:38]([S:42]([CH3:45])(=[O:44])=[O:43])[CH:37]=3)=[CH:34][CH:35]=2)[N:28]([C:46]2[CH:51]=[CH:50][CH:49]=[CH:48][C:47]=2[Cl:52])[N:27]=1)([CH3:25])[CH3:24])=[N+]=[N-]. The catalyst is C1COCC1.O. The product is [Cl:52][C:47]1[CH:48]=[CH:49][CH:50]=[CH:51][C:46]=1[N:28]1[C:29]([C:31]2[S:32][C:33]([C:36]3[CH:41]=[CH:40][CH:39]=[C:38]([S:42]([CH3:45])(=[O:43])=[O:44])[CH:37]=3)=[CH:34][CH:35]=2)=[CH:30][C:26]([C:23]([NH2:20])([CH3:24])[CH3:25])=[N:27]1. The yield is 0.890. (2) The reactants are O[C:2]1[CH:7]=[CH:6][N:5]2[N:8]=[CH:9][C:10]([C:11]([O:13][CH2:14][CH3:15])=[O:12])=[C:4]2[N:3]=1.CN([P+](ON1N=NC2C=CC=CC1=2)(N(C)C)N(C)C)C.F[P-](F)(F)(F)(F)F.Cl.[F:44][C:45]1[CH:46]=[CH:47][C:48]([O:57][CH3:58])=[C:49]([CH:51]2[NH:55][CH2:54][C@H:53]([OH:56])[CH2:52]2)[CH:50]=1.CCN(C(C)C)C(C)C. The catalyst is CN(C=O)C.C(Cl)Cl.CCOC(C)=O. The product is [F:44][C:45]1[CH:46]=[CH:47][C:48]([O:57][CH3:58])=[C:49]([C@H:51]2[CH2:52][CH:53]([OH:56])[CH2:54][N:55]2[C:2]2[CH:7]=[CH:6][N:5]3[N:8]=[CH:9][C:10]([C:11]([O:13][CH2:14][CH3:15])=[O:12])=[C:4]3[N:3]=2)[CH:50]=1. The yield is 0.773.